From a dataset of Forward reaction prediction with 1.9M reactions from USPTO patents (1976-2016). Predict the product of the given reaction. (1) Given the reactants [NH2:1][C:2]1[CH:11]=[C:10]([N:12]2[CH2:17][CH2:16][N:15]([C:18]([NH:20][CH2:21][C:22](O)=[O:23])=[O:19])[CH2:14][CH2:13]2)[C:9]2[C:4](=[CH:5][C:6]([Cl:25])=[CH:7][CH:8]=2)[N:3]=1.[CH3:26][NH:27][CH2:28][C:29]1[CH:34]=[CH:33][CH:32]=[CH:31][CH:30]=1.CCN(C(C)C)C(C)C.CN(C(ON1N=NC2C=CC=NC1=2)=[N+](C)C)C.F[P-](F)(F)(F)(F)F, predict the reaction product. The product is: [NH2:1][C:2]1[CH:11]=[C:10]([N:12]2[CH2:17][CH2:16][N:15]([C:18]([NH:20][CH2:21][C:22]([N:27]([CH3:26])[CH2:28][C:29]3[CH:34]=[CH:33][CH:32]=[CH:31][CH:30]=3)=[O:23])=[O:19])[CH2:14][CH2:13]2)[C:9]2[C:4](=[CH:5][C:6]([Cl:25])=[CH:7][CH:8]=2)[N:3]=1. (2) Given the reactants [Cl:1][C:2]1[CH:3]=[C:4]([CH:8]([NH:12][C:13]2[NH:14][C:15](=[O:27])[C:16]3[C:17](=[C:19]([CH:22]4[CH2:26][CH2:25][CH2:24][CH2:23]4)[O:20][N:21]=3)[N:18]=2)[CH2:9][CH2:10]O)[CH:5]=[CH:6][CH:7]=1.CS(Cl)(=O)=O, predict the reaction product. The product is: [Cl:1][C:2]1[CH:3]=[C:4]([CH:8]2[CH2:9][CH2:10][N:14]3[C:15](=[O:27])[C:16]4[C:17](=[C:19]([CH:22]5[CH2:23][CH2:24][CH2:25][CH2:26]5)[O:20][N:21]=4)[NH:18][C:13]3=[N:12]2)[CH:5]=[CH:6][CH:7]=1. (3) The product is: [Cl:17][C:18]1[C:26]2[N:25]=[C:24]3[N:27]([C:31]4[CH:36]=[CH:35][C:34]([Cl:37])=[CH:33][C:32]=4[Cl:38])[CH2:28][CH2:29][CH2:30][N:23]3[C:22]=2[C:21](/[CH:39]=[CH:9]/[C:10]([O:12][CH2:13][CH3:14])=[O:11])=[CH:20][CH:19]=1. Given the reactants C(OP([CH2:9][C:10]([O:12][CH2:13][CH3:14])=[O:11])(OCC)=O)C.[H-].[Na+].[Cl:17][C:18]1[CH:19]=[CH:20][C:21]([CH:39]=O)=[C:22]2[C:26]=1[N:25]=[C:24]1[N:27]([C:31]3[CH:36]=[CH:35][C:34]([Cl:37])=[CH:33][C:32]=3[Cl:38])[CH2:28][CH2:29][CH2:30][N:23]21.O, predict the reaction product. (4) Given the reactants [C:1]1(/[C:7](/[C:17]2[CH:22]=[CH:21][C:20]([CH:23]=[CH:24][C:25](O)=[O:26])=[CH:19][CH:18]=2)=[C:8](/[C:11]2[CH:16]=[CH:15][CH:14]=[CH:13][CH:12]=2)\[CH2:9][CH3:10])[CH:6]=[CH:5][CH:4]=[CH:3][CH:2]=1.[Cl:28][C:29]1[CH:34]=[CH:33][C:32]([S:35]([NH2:38])(=[O:37])=[O:36])=[CH:31][CH:30]=1, predict the reaction product. The product is: [Cl:28][C:29]1[CH:30]=[CH:31][C:32]([S:35]([NH:38][C:25](=[O:26])[CH:24]=[CH:23][C:20]2[CH:21]=[CH:22][C:17]([C:7]([C:1]3[CH:6]=[CH:5][CH:4]=[CH:3][CH:2]=3)=[C:8]([C:11]3[CH:12]=[CH:13][CH:14]=[CH:15][CH:16]=3)[CH2:9][CH3:10])=[CH:18][CH:19]=2)(=[O:36])=[O:37])=[CH:33][CH:34]=1.